From a dataset of Forward reaction prediction with 1.9M reactions from USPTO patents (1976-2016). Predict the product of the given reaction. (1) The product is: [CH3:22][CH:23]1[N:24]([C:2]2[C:3]([C:16]3[CH:21]=[CH:20][CH:19]=[CH:18][CH:17]=3)=[N:4][C:5]3[C:10]([N:11]=2)=[CH:9][C:8]([C:12]([O:14][CH3:15])=[O:13])=[CH:7][CH:6]=3)[CH2:25][CH2:26][O:27][CH2:28]1. Given the reactants Br[C:2]1[C:3]([C:16]2[CH:21]=[CH:20][CH:19]=[CH:18][CH:17]=2)=[N:4][C:5]2[C:10]([N:11]=1)=[CH:9][C:8]([C:12]([O:14][CH3:15])=[O:13])=[CH:7][CH:6]=2.[CH3:22][CH:23]1[CH2:28][O:27][CH2:26][CH2:25][NH:24]1, predict the reaction product. (2) Given the reactants [CH3:1][C:2]1[CH:7]=[CH:6][N:5]=[C:4]([O:8][CH:9]2[CH2:14][CH2:13][C:12](=O)[CH2:11][CH2:10]2)[CH:3]=1.[NH:16]1[CH2:19][CH:18]([NH:20][C:21]([CH2:23][NH:24][C:25](=[O:36])[C:26]2[CH:31]=[CH:30][CH:29]=[C:28]([C:32]([F:35])([F:34])[F:33])[CH:27]=2)=[O:22])[CH2:17]1, predict the reaction product. The product is: [CH3:1][C:2]1[CH:7]=[CH:6][N:5]=[C:4]([O:8][CH:9]2[CH2:14][CH2:13][CH:12]([N:16]3[CH2:19][CH:18]([NH:20][C:21]([CH2:23][NH:24][C:25](=[O:36])[C:26]4[CH:31]=[CH:30][CH:29]=[C:28]([C:32]([F:35])([F:33])[F:34])[CH:27]=4)=[O:22])[CH2:17]3)[CH2:11][CH2:10]2)[CH:3]=1. (3) The product is: [CH3:31][C:30]1[C:23]2[C:22]([N:19]3[CH2:20][CH2:21][CH:16]([NH2:12])[CH2:17][CH2:18]3)=[N:27][CH:26]=[N:25][C:24]=2[NH:28][CH:29]=1. Given the reactants FC(F)(F)C(O)=O.CC([N:12]([CH:16]1[CH2:21][CH2:20][N:19]([C:22]2[C:23]3[C:30]([CH3:31])=[CH:29][NH:28][C:24]=3[N:25]=[CH:26][N:27]=2)[CH2:18][CH2:17]1)C(=O)[O-])(C)C, predict the reaction product. (4) Given the reactants C(O[C:5]([C:7]1[C:12]([C:13]2([CH3:18])[O:17][CH2:16][CH2:15][O:14]2)=[CH:11][CH:10]=[CH:9][N:8]=1)=[O:6])(C)C.[O:19]1[C:23]2[CH:24]=[CH:25][C:26]([CH2:28][N:29]3[C:33](=[O:34])[CH2:32][CH2:31][C:30]3=[O:35])=[CH:27][C:22]=2[O:21][CH2:20]1.[H-].[Na+], predict the reaction product. The product is: [O:19]1[C:23]2[CH:24]=[CH:25][C:26]([CH2:28][N:29]3[C:33](=[O:34])[CH2:32][C:31](=[C:5]([OH:6])[C:7]4[C:12]([C:13]5([CH3:18])[O:14][CH2:15][CH2:16][O:17]5)=[CH:11][CH:10]=[CH:9][N:8]=4)[C:30]3=[O:35])=[CH:27][C:22]=2[O:21][CH2:20]1. (5) The product is: [CH2:7]([NH:6][CH2:1][CH2:2][CH2:3][CH2:4][CH3:5])[CH2:8][CH2:9][CH2:10][CH3:11]. Given the reactants [CH2:1]([N:6](CCO[Si](CCC1C=CC=CC=1)(OC)OC)[CH2:7][CH2:8][CH2:9][CH2:10][CH3:11])[CH2:2][CH2:3][CH2:4][CH3:5], predict the reaction product. (6) The product is: [O:1]1[CH:5]=[CH:4][C:3]([C:6]2[N:19]=[C:8]([C:11]3[CH:16]=[CH:15][CH:14]=[C:13]([O:17][CH3:18])[CH:12]=3)[NH:9][N:10]=2)=[CH:2]1. Given the reactants [O:1]1[CH:5]=[CH:4][C:3]([C:6]2O[C:8]([C:11]3[CH:16]=[CH:15][CH:14]=[C:13]([O:17][CH3:18])[CH:12]=3)=[N:9][N:10]=2)=[CH:2]1.[NH2:19]C(N)=S.C(=O)([O-])O.[Na+], predict the reaction product. (7) Given the reactants [CH:1]1([N:6]2[CH2:11][CH2:10][N:9]([C:12]([C:14]3[CH:15]=[C:16]4[C:20](=[CH:21][CH:22]=3)[NH:19][C:18]([C:23]([OH:25])=O)=[CH:17]4)=[O:13])[CH2:8][CH2:7]2)[CH2:5][CH2:4][CH2:3][CH2:2]1.Cl.F[B-](F)(F)F.N1(OC(N(C)C)=[N+](C)C)C2C=CC=CC=2N=N1.[CH3:49][CH:50]1[CH2:55][CH2:54][NH:53][CH2:52][CH2:51]1.C(N(CC)C(C)C)(C)C, predict the reaction product. The product is: [CH:1]1([N:6]2[CH2:7][CH2:8][N:9]([C:12]([C:14]3[CH:15]=[C:16]4[C:20](=[CH:21][CH:22]=3)[NH:19][C:18]([C:23]([N:53]3[CH2:54][CH2:55][CH:50]([CH3:49])[CH2:51][CH2:52]3)=[O:25])=[CH:17]4)=[O:13])[CH2:10][CH2:11]2)[CH2:5][CH2:4][CH2:3][CH2:2]1. (8) Given the reactants C(O[C:6]([C:8]1[N:9]=[CH:10][C:11]2[C:16]([C:17]=1[OH:18])=[CH:15][CH:14]=[C:13]([O:19][C:20]1[CH:25]=[CH:24][C:23]([Cl:26])=[CH:22][CH:21]=1)[CH:12]=2)=[O:7])CCC.[NH2:27][C@H:28]([C:30]([OH:32])=[O:31])[CH3:29], predict the reaction product. The product is: [Cl:26][C:23]1[CH:24]=[CH:25][C:20]([O:19][C:13]2[CH:12]=[C:11]3[C:16]([C:17]([OH:18])=[C:8]([C:6]([NH:27][C@@H:28]([CH3:29])[C:30]([OH:32])=[O:31])=[O:7])[N:9]=[CH:10]3)=[CH:15][CH:14]=2)=[CH:21][CH:22]=1.